Predict the reactants needed to synthesize the given product. From a dataset of Full USPTO retrosynthesis dataset with 1.9M reactions from patents (1976-2016). (1) Given the product [Br:1][C:2]1[CH:7]=[CH:6][C:5]([C:8]2([O:10][CH2:11][C:12]3[CH:13]=[CH:14][CH:15]=[CH:16][CH:17]=3)[CH2:20][CH2:9]2)=[C:4]([CH2:18][CH3:19])[CH:3]=1, predict the reactants needed to synthesize it. The reactants are: [Br:1][C:2]1[CH:7]=[CH:6][C:5]([C:8]([O:10][CH2:11][C:12]2[CH:17]=[CH:16][CH:15]=[CH:14][CH:13]=2)=[CH2:9])=[C:4]([CH2:18][CH3:19])[CH:3]=1.[CH2:20](I)I. (2) Given the product [C:9](=[O:18])([O:5][C:1]1([CH3:27])[CH2:4][CH2:3][CH2:2]1)[O:10][N:11]1[C:15](=[O:16])[CH2:14][CH2:13][C:12]1=[O:17], predict the reactants needed to synthesize it. The reactants are: [C:1]1(=[O:5])[CH2:4][CH2:3][CH2:2]1.C[Mg]Br.[C:9](=O)([O:18]N1C(=O)CCC1=O)[O:10][N:11]1[C:15](=[O:16])[CH2:14][CH2:13][C:12]1=[O:17].[CH2:27](N(CC)CC)C. (3) Given the product [CH3:27][O:26][C:23]1[CH:22]=[CH:21][C:20]([CH2:19][O:18][CH2:17][C:14]2[CH:13]=[CH:12][C:11]([C:10](=[O:28])[CH2:3][CH2:4][CH2:5][CH3:6])=[CH:16][CH:15]=2)=[CH:25][CH:24]=1, predict the reactants needed to synthesize it. The reactants are: [Mg].Br[CH2:3][CH2:4][CH2:5][CH3:6].CON(C)[C:10](=[O:28])[C:11]1[CH:16]=[CH:15][C:14]([CH2:17][O:18][CH2:19][C:20]2[CH:25]=[CH:24][C:23]([O:26][CH3:27])=[CH:22][CH:21]=2)=[CH:13][CH:12]=1.[Cl-].[NH4+].